From a dataset of Reaction yield outcomes from USPTO patents with 853,638 reactions. Predict the reaction yield, written as a fraction of the theoretical maximum amount of product (1.0 means a 100% yield; for example, 0.34 means a 34% yield). (1) The reactants are [Cl:1][C:2]1[CH:11]=[CH:10][C:9]2[NH:8][C:7](=O)[N:6]3[N:13]=[CH:14][CH:15]=[C:5]3[C:4]=2[CH:3]=1.C(N(C(C)C)CC)(C)C.P(Cl)(Cl)([Cl:27])=O. No catalyst specified. The product is [Cl:27][C:7]1[N:6]2[N:13]=[CH:14][CH:15]=[C:5]2[C:4]2[CH:3]=[C:2]([Cl:1])[CH:11]=[CH:10][C:9]=2[N:8]=1. The yield is 0.680. (2) The reactants are [F:1][C:2]1[CH:11]=[C:10]([NH:12][S:13]([C:16]2[CH:21]=[CH:20][C:19]([C:22]3[CH:27]=[CH:26][N:25]=[C:24]([CH:28]([CH3:30])[CH3:29])[CH:23]=3)=[CH:18][N:17]=2)(=[O:15])=[O:14])[C:9]([F:31])=[CH:8][C:3]=1[C:4]([O:6]C)=[O:5].[OH-].[Li+].Cl. The catalyst is CO. The product is [F:1][C:2]1[CH:11]=[C:10]([NH:12][S:13]([C:16]2[CH:21]=[CH:20][C:19]([C:22]3[CH:27]=[CH:26][N:25]=[C:24]([CH:28]([CH3:29])[CH3:30])[CH:23]=3)=[CH:18][N:17]=2)(=[O:15])=[O:14])[C:9]([F:31])=[CH:8][C:3]=1[C:4]([OH:6])=[O:5]. The yield is 0.850.